This data is from Reaction yield outcomes from USPTO patents with 853,638 reactions. The task is: Predict the reaction yield, written as a fraction of the theoretical maximum amount of product (1.0 means a 100% yield; for example, 0.34 means a 34% yield). (1) The reactants are [N+:1]([O-:4])(O)=[O:2].C(OC(=O)C)(=O)C.[CH3:12][C:13]1[S:17][C:16]([C:18]([OH:20])=[O:19])=[CH:15][CH:14]=1. No catalyst specified. The product is [CH3:12][C:13]1[S:17][C:16]([C:18]([OH:20])=[O:19])=[CH:15][C:14]=1[N+:1]([O-:4])=[O:2]. The yield is 0.700. (2) The reactants are C(O[C:9]1[CH:14]=[CH:13][N:12]=[C:11]([NH:15][NH:16][C:17](=O)[CH2:18][CH:19]2[CH2:21][CH2:20]2)[C:10]=1[C:23]#[N:24])C1C=CC=CC=1.O(Cl)[Cl:26].[P+5]. The catalyst is ClCCCl.C(Cl)Cl. The product is [Cl:26][C:9]1[CH:14]=[CH:13][N:12]2[C:17]([CH2:18][CH:19]3[CH2:21][CH2:20]3)=[N:16][N:15]=[C:11]2[C:10]=1[C:23]#[N:24]. The yield is 0.640.